This data is from Full USPTO retrosynthesis dataset with 1.9M reactions from patents (1976-2016). The task is: Predict the reactants needed to synthesize the given product. (1) Given the product [OH:3][C:4]1[C:5]([C:11]([O:13][CH2:14][CH3:15])=[O:12])=[CH:6][NH:17][N:16]=1, predict the reactants needed to synthesize it. The reactants are: C([O:3][CH:4]=[C:5]([C:11]([O:13][CH2:14][CH3:15])=[O:12])[C:6](OCC)=O)C.[NH2:16][NH2:17].[OH-].[Na+]. (2) Given the product [C:14]([C:17]1[CH:22]=[CH:21][C:20]([O:9][CH:7]2[CH2:8][N:3]([CH2:1][CH3:2])[CH2:4][C:5]3[CH:12]=[C:11]([CH3:13])[S:10][C:6]2=3)=[C:19]([Cl:24])[CH:18]=1)(=[O:16])[NH2:15], predict the reactants needed to synthesize it. The reactants are: [CH2:1]([N:3]1[CH2:8][CH:7]([OH:9])[C:6]2[S:10][C:11]([CH3:13])=[CH:12][C:5]=2[CH2:4]1)[CH3:2].[C:14]([C:17]1[CH:22]=[CH:21][C:20](F)=[C:19]([Cl:24])[CH:18]=1)(=[O:16])[NH2:15]. (3) The reactants are: Br[C:2]1[CH:24]=[CH:23][C:5]2[C:6]3[N:7]([CH:11]=[C:12]([C:14]4[N:18]([CH:19]([CH3:21])[CH3:20])[N:17]=[C:16]([NH2:22])[N:15]=4)[N:13]=3)[CH2:8][CH2:9][O:10][C:4]=2[CH:3]=1.P([O-])([O-])([O-])=O.[K+].[K+].[K+].[CH:33]1(B2OC(C)(C)C(C)(C)O2)[CH2:35][CH2:34]1. Given the product [CH:33]1([C:2]2[CH:24]=[CH:23][C:5]3[C:6]4[N:7]([CH:11]=[C:12]([C:14]5[N:18]([CH:19]([CH3:21])[CH3:20])[N:17]=[C:16]([NH2:22])[N:15]=5)[N:13]=4)[CH2:8][CH2:9][O:10][C:4]=3[CH:3]=2)[CH2:35][CH2:34]1, predict the reactants needed to synthesize it. (4) Given the product [Cl:1][C:2]1[C:7]([C:8]2[CH:9]=[CH:10][CH:11]=[CH:12][CH:13]=2)=[N:6][N:5]=[C:4]2[N:14]([CH2:23][C:24]([N:32]([CH2:33][C:34]#[N:30])[CH3:31])=[O:26])[N:15]=[C:16]([C:17]3[CH:18]=[CH:19][CH:20]=[CH:21][CH:22]=3)[C:3]=12, predict the reactants needed to synthesize it. The reactants are: [Cl:1][C:2]1[C:7]([C:8]2[CH:13]=[CH:12][CH:11]=[CH:10][CH:9]=2)=[N:6][N:5]=[C:4]2[N:14]([CH2:23][C:24]([OH:26])=O)[N:15]=[C:16]([C:17]3[CH:22]=[CH:21][CH:20]=[CH:19][CH:18]=3)[C:3]=12.Cl.C([N:30]1[CH:34]=[CH:33][N:32]=[CH:31]1)([N:30]1[CH:34]=[CH:33][N:32]=[CH:31]1)=O. (5) Given the product [Br:3][C:4]1[CH:5]=[CH:6][C:7]([CH:10]([CH:16]2[CH2:20][CH2:19][CH2:18][CH2:17]2)[C:11]([OH:13])=[O:12])=[CH:8][CH:9]=1, predict the reactants needed to synthesize it. The reactants are: [OH-].[Na+].[Br:3][C:4]1[CH:9]=[CH:8][C:7]([CH:10]([CH:16]2[CH2:20][CH2:19][CH2:18][CH2:17]2)[C:11]([O:13]CC)=[O:12])=[CH:6][CH:5]=1.O.Cl. (6) Given the product [CH2:15]([N:14]([CH2:17][CH3:18])[C:4]1[C:5]([N+:11]([O-:13])=[O:12])=[CH:6][C:7]([N+:8]([O-:10])=[O:9])=[C:2]([NH:1][C:23](=[O:24])[C:22]2[CH:26]=[CH:27][CH:28]=[CH:29][C:21]=2[O:20][CH3:19])[CH:3]=1)[CH3:16], predict the reactants needed to synthesize it. The reactants are: [NH2:1][C:2]1[C:7]([N+:8]([O-:10])=[O:9])=[CH:6][C:5]([N+:11]([O-:13])=[O:12])=[C:4]([N:14]([CH2:17][CH3:18])[CH2:15][CH3:16])[CH:3]=1.[CH3:19][O:20][C:21]1[CH:29]=[CH:28][CH:27]=[CH:26][C:22]=1[C:23](Cl)=[O:24].O. (7) Given the product [CH3:1][O:2][C:3](=[O:36])[C:4]1[CH:9]=[CH:8][C:7]([C:10]([C:17]2[NH:25][C:20]3=[N:21][CH:22]=[CH:23][CH:24]=[C:19]3[CH:18]=2)=[CH:11][CH:12]2[CH2:16][CH2:15][CH2:14][CH2:13]2)=[C:6]([F:35])[CH:5]=1, predict the reactants needed to synthesize it. The reactants are: [CH3:1][O:2][C:3](=[O:36])[C:4]1[CH:9]=[CH:8][C:7]([C:10]([C:17]2[N:25](S(C3C=CC=CC=3)(=O)=O)[C:20]3=[N:21][CH:22]=[CH:23][CH:24]=[C:19]3[CH:18]=2)=[CH:11][CH:12]2[CH2:16][CH2:15][CH2:14][CH2:13]2)=[C:6]([F:35])[CH:5]=1.[F-].C([N+](CCCC)(CCCC)CCCC)CCC.